Dataset: Forward reaction prediction with 1.9M reactions from USPTO patents (1976-2016). Task: Predict the product of the given reaction. (1) Given the reactants [F:1][S:2]([F:13])([F:12])([F:11])([F:10])[C:3]1[CH:4]=[C:5]([CH:7]=[CH:8][CH:9]=1)[NH2:6].C1C(=O)N([Br:21])C(=O)C1.O, predict the reaction product. The product is: [Br:21][C:9]1[CH:8]=[CH:7][C:5]([NH2:6])=[CH:4][C:3]=1[S:2]([F:10])([F:11])([F:12])([F:13])[F:1]. (2) Given the reactants C(O[C:6](=O)[NH:7][C@H:8]([C:16](=[O:26])[NH:17][CH2:18][CH2:19][CH2:20][N:21]1[CH2:25][CH2:24][CH2:23][CH2:22]1)[CH2:9][C:10]1[CH:15]=[CH:14][CH:13]=[CH:12][CH:11]=1)(C)(C)C.CC[N:30]=[C:31]=[N:32]CCCN(C)C.[CH:39]1[CH:40]=[CH:41][C:42]2[N:47](O)N=N[C:43]=2[CH:44]=1.C(OC(N[C@@H](C[C:62]1[CH:67]=[CH:66][CH:65]=[CH:64][CH:63]=1)C(O)=O)=O)(C)(C)C.N1(CCCN)CCCC1.CN1CCOCC1, predict the reaction product. The product is: [C:39]1([C:62]2[CH:63]=[CH:64][CH:65]=[CH:66][CH:67]=2)[CH:44]=[CH:43][C:42]([N:47]=[C:6]([NH:32][C:31]#[N:30])[NH:7][C@@H:8]([CH2:9][C:10]2[CH:11]=[CH:12][CH:13]=[CH:14][CH:15]=2)[C:16]([NH:17][CH2:18][CH2:19][CH2:20][N:21]2[CH2:22][CH2:23][CH2:24][CH2:25]2)=[O:26])=[CH:41][CH:40]=1. (3) Given the reactants [CH3:1][O:2][C:3]1[C:8]([C:9]([OH:11])=O)=[CH:7][C:6]([C:12]([NH2:14])=[O:13])=[CH:5][CH:4]=1.[C:15]([C:17]1[CH:18]=[C:19]([CH:21]=[CH:22][CH:23]=1)[NH2:20])#[CH:16], predict the reaction product. The product is: [C:15]([C:17]1[CH:18]=[C:19]([NH:20][C:9](=[O:11])[C:8]2[CH:7]=[C:6]([CH:5]=[CH:4][C:3]=2[O:2][CH3:1])[C:12]([NH2:14])=[O:13])[CH:21]=[CH:22][CH:23]=1)#[CH:16]. (4) Given the reactants [F:1][C:2]([F:23])([F:22])[C:3]1[CH:4]=[C:5]([N:9]2[CH2:14][CH2:13][N:12]([C:15]3[N:19]=[C:18]([C:20]#[N:21])[O:17][N:16]=3)[CH2:11][CH2:10]2)[CH:6]=[CH:7][CH:8]=1.[Cl-].[NH4+].[N-:26]=[N+:27]=[N-:28].[Na+].Cl, predict the reaction product. The product is: [N:21]1[NH:26][N:27]=[N:28][C:20]=1[C:18]1[O:17][N:16]=[C:15]([N:12]2[CH2:11][CH2:10][N:9]([C:5]3[CH:6]=[CH:7][CH:8]=[C:3]([C:2]([F:1])([F:22])[F:23])[CH:4]=3)[CH2:14][CH2:13]2)[N:19]=1. (5) The product is: [CH3:15][N:8]([CH:9]1[CH2:14][CH2:13][O:12][CH2:11][CH2:10]1)[C:5]1[CH:4]=[CH:3][C:2]([B:24]2[O:25][C:26]([CH3:28])([CH3:27])[C:22]([CH3:38])([CH3:21])[O:23]2)=[CH:7][N:6]=1. Given the reactants Br[C:2]1[CH:3]=[CH:4][C:5]([N:8]([CH3:15])[CH:9]2[CH2:14][CH2:13][O:12][CH2:11][CH2:10]2)=[N:6][CH:7]=1.CC([O-])=O.[K+].[CH3:21][C:22]1([CH3:38])[C:26]([CH3:28])([CH3:27])[O:25][B:24]([B:24]2[O:25][C:26]([CH3:28])([CH3:27])[C:22]([CH3:38])([CH3:21])[O:23]2)[O:23]1, predict the reaction product. (6) Given the reactants CO[C:3](=[O:17])[C:4]1[CH:13]=[C:12]([N+:14]([O-:16])=[O:15])[CH:11]=[C:6]([C:7]([O:9]C)=O)[CH:5]=1.[CH2:18]([CH2:20][NH2:21])[OH:19], predict the reaction product. The product is: [OH:19][CH2:18][CH2:20][NH:21][C:7]([C:6]1[CH:11]=[C:12]([N+:14]([O-:16])=[O:15])[CH:13]=[C:4]([C:3]([NH:21][CH2:20][CH2:18][OH:19])=[O:17])[CH:5]=1)=[O:9]. (7) Given the reactants [NH2:1][C:2]1[C:12]2[C:11](=[O:13])[NH:10][CH2:9][CH2:8][NH:7][C:6]=2[CH:5]=[CH:4][CH:3]=1.[F:14][C:15]([F:26])([F:25])[C:16](O[C:16](=[O:17])[C:15]([F:26])([F:25])[F:14])=[O:17].N1C=CC=CC=1, predict the reaction product. The product is: [NH2:1][C:2]1[C:12]2[C:11](=[O:13])[NH:10][CH2:9][CH2:8][N:7]([C:16](=[O:17])[C:15]([F:26])([F:25])[F:14])[C:6]=2[CH:5]=[CH:4][CH:3]=1.